From a dataset of Full USPTO retrosynthesis dataset with 1.9M reactions from patents (1976-2016). Predict the reactants needed to synthesize the given product. The reactants are: [CH3:1][NH:2][C:3]1[CH:8]=[CH:7][CH:6]=[CH:5][N:4]=1.C([Li])CCC.[C:14](=[S:16])=[S:15].Br[CH:18]([CH3:23])[C:19]([O:21][CH3:22])=[O:20]. Given the product [CH3:1][N:2]([C:3]1[CH:8]=[CH:7][CH:6]=[CH:5][N:4]=1)[C:14]([S:16][CH:18]([CH3:23])[C:19]([O:21][CH3:22])=[O:20])=[S:15], predict the reactants needed to synthesize it.